This data is from Full USPTO retrosynthesis dataset with 1.9M reactions from patents (1976-2016). The task is: Predict the reactants needed to synthesize the given product. (1) Given the product [N:9]1([CH2:8][C:7]2[CH:6]=[CH:5][C:4]([NH2:1])=[CH:16][CH:15]=2)[CH2:14][CH2:13][CH2:12][CH2:11][CH2:10]1, predict the reactants needed to synthesize it. The reactants are: [N+:1]([C:4]1[CH:16]=[CH:15][C:7]([CH2:8][N:9]2[CH2:14][CH2:13][CH2:12][CH2:11][CH2:10]2)=[CH:6][CH:5]=1)([O-])=O.[H][H]. (2) Given the product [C:1]1([CH3:8])[CH:6]=[CH:5][CH:4]=[C:3]([NH:7][S:18]([C:15]2[CH:14]=[CH:13][C:12]([CH:9]([CH3:11])[CH3:10])=[CH:17][N:16]=2)(=[O:19])=[O:20])[CH:2]=1, predict the reactants needed to synthesize it. The reactants are: [C:1]1([CH3:8])[CH:6]=[CH:5][CH:4]=[C:3]([NH2:7])[CH:2]=1.[CH:9]([C:12]1[CH:13]=[CH:14][C:15]([S:18](Cl)(=[O:20])=[O:19])=[N:16][CH:17]=1)([CH3:11])[CH3:10]. (3) The reactants are: C[O:2][C:3]1[C:4]([CH3:41])=[C:5]([C:32]([O:39]C)=[C:33]([O:37][CH3:38])[C:34]=1[O:35][CH3:36])[CH2:6][C:7]1[CH:8]=[CH:9][C:10]([C:26]2[CH:27]=[N:28][CH:29]=[CH:30][CH:31]=2)=[C:11]([CH:25]=1)[C:12]([NH:14][C:15]1[CH:20]=[CH:19][C:18]([C:21]([F:24])([F:23])[F:22])=[CH:17][CH:16]=1)=[O:13].O=[N+]([O-])[O-].[O-][N+](=O)[O-].[O-][N+](=O)[O-].[O-][N+](=O)[O-].[O-][N+](=O)[O-].[O-][N+](=O)[O-].[Ce+4].[NH4+].[NH4+]. Given the product [CH3:36][O:35][C:34]1[C:3](=[O:2])[C:4]([CH3:41])=[C:5]([CH2:6][C:7]2[CH:8]=[CH:9][C:10]([C:26]3[CH:27]=[N:28][CH:29]=[CH:30][CH:31]=3)=[C:11]([CH:25]=2)[C:12]([NH:14][C:15]2[CH:16]=[CH:17][C:18]([C:21]([F:23])([F:24])[F:22])=[CH:19][CH:20]=2)=[O:13])[C:32](=[O:39])[C:33]=1[O:37][CH3:38], predict the reactants needed to synthesize it.